Predict the reactants needed to synthesize the given product. From a dataset of Full USPTO retrosynthesis dataset with 1.9M reactions from patents (1976-2016). Given the product [CH:48]1([NH:47][C:45](=[O:46])[C:44]2[CH:51]=[CH:52][C:53]([CH3:54])=[C:42]([C:2]3[CH:3]=[C:4]4[C:9](=[CH:10][CH:11]=3)[C:8]([NH:12][CH2:13][CH2:14][N:15]([CH3:17])[CH3:16])=[N:7][N:6]=[CH:5]4)[CH:43]=2)[CH2:49][CH2:50]1, predict the reactants needed to synthesize it. The reactants are: Br[C:2]1[CH:3]=[C:4]2[C:9](=[CH:10][CH:11]=1)[C:8]([NH:12][CH2:13][CH2:14][N:15]([CH3:17])[CH3:16])=[N:7][N:6]=[CH:5]2.C([O-])(=O)C.[K+].B1(B2OC(C)(C)C(C)(C)O2)OC(C)(C)C(C)(C)O1.Br[C:42]1[CH:43]=[C:44]([CH:51]=[CH:52][C:53]=1[CH3:54])[C:45]([NH:47][CH:48]1[CH2:50][CH2:49]1)=[O:46].C(=O)([O-])[O-].[Na+].[Na+].O.